Dataset: Experimentally validated miRNA-target interactions with 360,000+ pairs, plus equal number of negative samples. Task: Binary Classification. Given a miRNA mature sequence and a target amino acid sequence, predict their likelihood of interaction. (1) The miRNA is mmu-miR-5113 with sequence ACAGAGGAGGAGAGAGAUCCUGU. The protein sequence of the target gene is MEPEPAAQKQPRPRRRSRRVSMLSEEPAAGLPADTPGPAANERCSLRRGSSFTFLTPGPHWDFTLKRKRREKDDDAVSLSSLDLKEPSNKRVRPLARVTSLANLISPVRNGAVRRFGQTIQSFTLRGDHRSPASAQKSFSRSTVPTPTKRRSSALWSEMLDINMKESLTTREIKRQEAIYELSRGEQDLIEDLKLARKAYHDPMLKLSIMSEEELTHIFGDLDAYIPLHEDLLARIGEATKPDGTVEQIGHILVNWLPGLNAYRGYCSNQLAAKALLDQKKQDPRVQDFLQRCLESPFSR.... Result: 0 (no interaction). (2) The miRNA is mmu-miR-297a-5p with sequence AUGUAUGUGUGCAUGUGCAUGU. Result: 1 (interaction). The protein sequence of the target gene is MASGASRYRLSCSLPGHELDVRGLVCCLYPPGAFVSVSRDRTTRLWAPDSPNRGFTEMHCMSGHSNFVSCVCIIPSSDIYPHGLIATGGNDHNICIFSLDSPMPLYILKGHKDTVCSLSSGKFGTLLSGSWDTTAKVWLNDKCMMTLQGHTAAVWAVKILPEQGLMLTGSADKTIKLWKAGRCERTFLGHEDCVRGLAILSETEFLSCANDASIRRWQITGECLEVYFGHTNYIYSISVFPNSKDFVTTAEDRSLRIWKHGECAQTIRLPAQSIWCCCVLENGDIVVGASDGIIRVFTES.... (3) The miRNA is hsa-miR-4310 with sequence GCAGCAUUCAUGUCCC. The protein sequence of the target gene is MPLTLLQDWCRGEHLNTRRCMLILGIPEDCGEDEFEETLQEACRHLGRYRVIGRMFRREENAQAILLELAQDIDYALLPREIPGKGGPWEVIVKPRNSDGEFLNRLNRFLEEERRTVSDMNRVLGSDTNCSAPRVTISPEFWTWAQTLGAAVQPLLEQMLYRELRVFSGNTISIPGALAFDAWLEHTTEMLQMWQVPEGEKRRRLMECLRGPALQVVSGLRASNASITVEECLAALQQVFGPVESHKIAQVKLCKAYQEAGEKVSSFVLRLEPLLQRAVENNVVSRRNVNQTRLKRVLSG.... Result: 0 (no interaction). (4) The miRNA is mmu-miR-669m-3p with sequence AUAUACAUCCACACAAACAUAU. The protein sequence of the target gene is MERPRGAADGLLRWPLGLLLLLQLLPPAAVGQDRLDAPPPPAPPLLRWAGPVGVSWGLRAAAPGGPVPRAGRWRRGAPAEDQDCGRLPDFIAKLTNNTHQHVFDDLSGSVSLSWVGDSTGVILVLTTFQVPLVIVSFGQSKLYRSEDYGKNFKDITNLINNTFIRTEFGMAIGPENSGKVILTAEVSGGSRGGRVFRSSDFAKNFVQTDLPFHPLTQMMYSPQNSDYLLALSTENGLWVSKNFGEKWEEIHKAVCLAKWGPNNIIFFTTHVNGSCKADLGALELWRTSDLGKTFKTIGVK.... Result: 1 (interaction). (5) The miRNA is rno-miR-200a-5p with sequence CAUCUUACCGGACAGUGCUGG. The protein sequence of the target gene is MADPKYADLPGIARNEPDVYETSDLPEDDQAEFDAEELTSTSVEHIIVNPNAAYDKFKDKRVGTKGLDFSDRIGKTKRTGYESGEYEMLGEGLGVKETPQQKYQRLLHEVQELTTEVEKIKTTVKESATEEKLTPVLLAKQLAALKQQLVASHLEKLLGPDAAINLTDPDGALAKRLLLQLEATKNSKGGSGGKTTGTPPDSSLVTYELHSRPEQDKFSQAAKVAELEKRLTELETAVRCDQDAQNPLSAGLQGACLMETVELLQAKVSALDLAVLDQVEARLQSVLGKVNEIAKHKASV.... Result: 0 (no interaction). (6) The miRNA is hsa-miR-4473 with sequence CUAGUGCUCUCCGUUACAAGUA. The protein sequence of the target gene is MPLFTANPFEQDVEKATNEYNTTEDWSLIMDICDRVGSTPSGAKDCLKAIMKRVNHKVPHVALQALTLLGACVANCGKIFHLEVCSRDFATEVRSVIKNKAHPKVCEKLKSLMVEWSEEFQKDPQFSLISATIKSMKEEGVTFPSAGSQTVAAAAKNGTSLNKNKEDEDIAKAIELSLQEQKQQYTETKALYPPAESQLNNKAARRVRALYDFEAVEDNELTFKHGELITVLDDSDANWWQGENHRGTGLFPSNFVTTDLSTEVETATVDKLNVIDDDVEEIKKSEPEPVYIDEGKMDRA.... Result: 0 (no interaction). (7) The miRNA is hsa-miR-3934-5p with sequence UCAGGUGUGGAAACUGAGGCAG. The protein sequence of the target gene is MPPKDDKKKKDAGKSAKKDKDPVNKSGGKAKKKKWSKGKVRDKLNNLVLFDKATYDKLCKEVPNYKLITPAVVSERLKIRGSLARAALQELLSKGLIKLVSKHRAQVIYTRNTKGGDAPAAGEDA. Result: 0 (no interaction). (8) The miRNA is mmu-miR-3963 with sequence UGUAUCCCACUUCUGACAC. The protein sequence of the target gene is MPGPLGLLCFLALGLLGSAGPSGAAPPLCAAPCSCDGDRRVDCSGKGLTAVPEGLSAFTQALDISMNNITQLPEDAFKNFPFLEELQLAGNDLSFIHPKALSGLKELKVLTLQNNQLKTVPSEAIRGLSALQSLRLDANHITSVPEDSFEGLVQLRHLWLDDNSLTEVPVHPLSNLPTLQALTLALNKISSIPDFAFTNLSSLVVLHLHNNKIRSLSQHCFDGLDNLETLDLNYNNLGEFPQAIKALPSLKELGFHSNSISVIPDGAFDGNPLLRTIHLYDNPLSFVGNSAFHNLSDLHS.... Result: 0 (no interaction).